This data is from Full USPTO retrosynthesis dataset with 1.9M reactions from patents (1976-2016). The task is: Predict the reactants needed to synthesize the given product. (1) Given the product [CH2:1]([S:8][CH2:9][C@H:10]([NH:15][C:16](=[O:38])[CH2:17][N:18]1[CH:22]=[C:21]([CH2:23][O:24][C:25]2[CH:37]=[CH:36][C:28]3[N:29]=[C:30]([S:32](=[O:34])(=[O:35])[NH2:33])[S:31][C:27]=3[CH:26]=2)[N:20]=[N:19]1)[C:11]([OH:13])=[O:12])[C:2]1[CH:3]=[CH:4][CH:5]=[CH:6][CH:7]=1, predict the reactants needed to synthesize it. The reactants are: [CH2:1]([S:8][CH2:9][C@H:10]([NH:15][C:16](=[O:38])[CH2:17][N:18]1[CH:22]=[C:21]([CH2:23][O:24][C:25]2[CH:37]=[CH:36][C:28]3[N:29]=[C:30]([S:32](=[O:35])(=[O:34])[NH2:33])[S:31][C:27]=3[CH:26]=2)[N:20]=[N:19]1)[C:11]([O:13]C)=[O:12])[C:2]1[CH:7]=[CH:6][CH:5]=[CH:4][CH:3]=1.[Li+].[OH-]. (2) Given the product [F:1][C:2]1[CH:3]=[C:4]2[C:5](=[CH:21][CH:22]=1)[N:6]=[C:7]([C:11]1[CH:16]=[CH:15][CH:14]=[CH:13][C:12]=1[OH:17])[N:32]([CH2:31][CH2:30][C:25]1[CH:26]=[CH:27][CH:28]=[CH:29][C:24]=1[F:23])[C:9]2=[O:10], predict the reactants needed to synthesize it. The reactants are: [F:1][C:2]1[CH:22]=[CH:21][C:5]2[N:6]=[C:7]([C:11]3[CH:16]=[CH:15][CH:14]=[CH:13][C:12]=3[O:17]C(=O)C)O[C:9](=[O:10])[C:4]=2[CH:3]=1.[F:23][C:24]1[CH:29]=[CH:28][CH:27]=[CH:26][C:25]=1[CH2:30][CH2:31][NH2:32]. (3) Given the product [NH2:68][C@H:37]([C:39]([OH:40])=[O:52])[CH2:35][CH2:33][CH2:31][NH:69][C:25](=[NH:24])[NH2:27], predict the reactants needed to synthesize it. The reactants are: OP([O-])(O)=O.[K+].[O-]S([O-])(=O)=O.[Mg+2].OC(CCCC[C@H]1[C@@H]2[C@@H]([NH:24][C:25]([NH:27]2)=O)CS1)=O.O=C[C@@H:31]([C@H:33]([C@@H:35]([C@@H:37]([CH2:39][OH:40])O)O)O)O.[Na+].[Cl-].C1C([C@@H](O)[C@H](NC(C(Cl)Cl)=O)C[OH:52])=CC=C([N+]([O-])=O)C=1.S([O-])([O-])(=O)=O.[NH4+:68].[NH4+:69]. (4) Given the product [CH2:1]([C@@:5]1([CH2:31][CH3:32])[NH:11][C@H:10]([C:12]2[CH:13]=[CH:14][CH:15]=[CH:16][CH:17]=2)[C:9]2[CH:18]=[C:19]([O:27][CH3:28])[C:20]([CH2:22][CH2:23][CH2:24][OH:25])=[CH:21][C:8]=2[S:7](=[O:29])(=[O:30])[CH2:6]1)[CH2:2][CH2:3][CH3:4], predict the reactants needed to synthesize it. The reactants are: [CH2:1]([C@@:5]1([CH2:31][CH3:32])[NH:11][C@H:10]([C:12]2[CH:17]=[CH:16][CH:15]=[CH:14][CH:13]=2)[C:9]2[CH:18]=[C:19]([O:27][CH3:28])[C:20]([CH2:22][CH2:23][C:24](O)=[O:25])=[CH:21][C:8]=2[S:7](=[O:30])(=[O:29])[CH2:6]1)[CH2:2][CH2:3][CH3:4]. (5) Given the product [OH:6][C@H:7]([C:25]1[CH:26]=[CH:27][C:28]([NH:31][C:32](=[O:34])[CH3:33])=[N:29][CH:30]=1)[CH2:8][NH:9][CH2:10][CH2:11][O:12][C:13]1[CH:14]=[CH:15][C:16]([C:19]2[N:20]=[C:21]([CH3:24])[S:22][CH:23]=2)=[CH:17][CH:18]=1, predict the reactants needed to synthesize it. The reactants are: C([Si](C)(C)[O:6][C@H:7]([C:25]1[CH:26]=[CH:27][C:28]([NH:31][C:32](=[O:34])[CH3:33])=[N:29][CH:30]=1)[CH2:8][NH:9][CH2:10][CH2:11][O:12][C:13]1[CH:18]=[CH:17][C:16]([C:19]2[N:20]=[C:21]([CH3:24])[S:22][CH:23]=2)=[CH:15][CH:14]=1)(C)(C)C.[F-].C([N+](CCCC)(CCCC)CCCC)CCC. (6) Given the product [CH3:48][NH:49][C:11]([N:24]1[CH:25]([C:32]2[CH:39]=[CH:38][C:35]([C:36]#[N:37])=[CH:34][C:33]=2[S:40]([CH2:43][CH3:44])(=[O:42])=[O:41])[C:26]2[C:30](=[O:31])[CH2:29][CH2:28][C:27]=2[N:22]([C:18]2[CH:19]=[CH:20][CH:21]=[C:16]([CH:15]([F:14])[F:46])[CH:17]=2)[C:23]1=[O:45])=[O:13], predict the reactants needed to synthesize it. The reactants are: C1C([N+]([O-])=O)=CC=C([Cl-][C:11]([O-:13])=O)C=1.[F:14][CH:15]([F:46])[C:16]1[CH:17]=[C:18]([N:22]2[C:27]3[CH2:28][CH2:29][C:30](=[O:31])[C:26]=3[CH:25]([C:32]3[CH:39]=[CH:38][C:35]([C:36]#[N:37])=[CH:34][C:33]=3[S:40]([CH2:43][CH3:44])(=[O:42])=[O:41])[NH:24][C:23]2=[O:45])[CH:19]=[CH:20][CH:21]=1.C[CH2:48][N:49](C(C)C)C(C)C.CN.C(=O)(OC1C=CC([N+]([O-])=O)=CC=1)N.